Dataset: Full USPTO retrosynthesis dataset with 1.9M reactions from patents (1976-2016). Task: Predict the reactants needed to synthesize the given product. (1) Given the product [CH:20](=[N:11][CH2:10][CH2:9][N:6]1[CH2:7][CH2:8][N:4]([CH2:3][CH2:1][N:2]=[CH:22][C:18]2[CH:16]=[CH:15][CH:14]=[CH:20][CH:19]=2)[CH:5]1[C:12]1[CH:17]=[CH:16][CH:15]=[CH:14][CH:13]=1)[C:19]1[CH:13]=[CH:12][CH:5]=[CH:22][CH:18]=1, predict the reactants needed to synthesize it. The reactants are: [C:1]([CH2:3][N:4]1[CH2:8][CH2:7][N:6]([CH2:9][C:10]#[N:11])[CH:5]1[C:12]1[CH:17]=[CH:16][CH:15]=[CH:14][CH:13]=1)#[N:2].[CH2:18]1[CH2:22]O[CH2:20][CH2:19]1. (2) Given the product [Cl:11][C:8]1[CH:7]=[C:3]2[C:2](=[CH:10][CH:9]=1)[NH:1][C:18](=[O:16])[NH:19][C:4]2=[O:5], predict the reactants needed to synthesize it. The reactants are: [NH2:1][C:2]1[CH:10]=[CH:9][C:8]([Cl:11])=[CH:7][C:3]=1[C:4](O)=[O:5].C(O)(=O)C.[O:16]([C:18]#[N:19])[Na].[OH-].[Na+]. (3) The reactants are: [NH2:1][C:2]1[C:3]2[N:14]([CH2:15][O:16][CH2:17][C:18]3[CH:23]=[CH:22][CH:21]=[CH:20][CH:19]=3)[CH:13]=[C:12]([C:24]#[C:25][CH2:26][CH2:27][CH2:28][CH:29]=O)[C:4]=2[N:5]=[C:6]([CH2:8][CH2:9][CH2:10][CH3:11])[N:7]=1.[NH:31]1[CH2:35][CH2:34][CH2:33][CH2:32]1.C(O[BH-](OC(=O)C)OC(=O)C)(=O)C.[Na+]. Given the product [CH2:17]([O:16][CH2:15][N:14]1[C:3]2[C:2]([NH2:1])=[N:7][C:6]([CH2:8][CH2:9][CH2:10][CH3:11])=[N:5][C:4]=2[C:12]([C:24]#[C:25][CH2:26][CH2:27][CH2:28][CH2:29][N:31]2[CH2:35][CH2:34][CH2:33][CH2:32]2)=[CH:13]1)[C:18]1[CH:23]=[CH:22][CH:21]=[CH:20][CH:19]=1, predict the reactants needed to synthesize it. (4) The reactants are: [CH2:1]([N:8]1[C:18]2=[C:19]3[C:14](=[CH:15][CH:16]=[CH:17]2)[C@@H:13]([NH:20][CH3:21])[C@H:12](O)[CH2:11][N:10]3[C:9]1=[O:23])[C:2]1[CH:7]=[CH:6][CH:5]=[CH:4][CH:3]=1.C1(S(Cl)(=O)=O)C=CC=CC=1.C1(S([O-])(=O)=O)C=CC=CC=1.C(=O)([O-])[O-].[K+].[K+].C1(S(O)(=O)=O)C=CC=CC=1. Given the product [CH2:1]([N:8]1[C:18]2=[C:19]3[C:14](=[CH:15][CH:16]=[CH:17]2)[C@H:13]2[N:20]([CH3:21])[C@H:12]2[CH2:11][N:10]3[C:9]1=[O:23])[C:2]1[CH:7]=[CH:6][CH:5]=[CH:4][CH:3]=1, predict the reactants needed to synthesize it. (5) Given the product [CH2:1]([O:3][C:4]([N:6]1[C:14]2[C:9](=[CH:10][CH:11]=[CH:12][CH:13]=2)[C:8](=[O:15])[N:7]1[CH2:16][CH2:17][CH2:18][S:19][C:20]1[N:24]([CH2:25][C:26]([OH:28])=[O:27])[C:23]2[CH:33]=[CH:34][CH:35]=[CH:36][C:22]=2[N:21]=1)=[O:5])[CH3:2], predict the reactants needed to synthesize it. The reactants are: [CH2:1]([O:3][C:4]([N:6]1[C:14]2[C:9](=[CH:10][CH:11]=[CH:12][CH:13]=2)[C:8](=[O:15])[N:7]1[CH2:16][CH2:17][CH2:18][S:19][C:20]1[N:24]([CH2:25][C:26]([O:28]C(C)(C)C)=[O:27])[C:23]2[CH:33]=[CH:34][CH:35]=[CH:36][C:22]=2[N:21]=1)=[O:5])[CH3:2]. (6) Given the product [O:11]=[C:8]1[N:7]([CH:15]2[CH2:14][CH2:13][CH2:12][CH2:17][O:16]2)[N:6]=[C:5]([C:3]([O:2][CH3:1])=[O:4])[CH:10]=[CH:9]1, predict the reactants needed to synthesize it. The reactants are: [CH3:1][O:2][C:3]([C:5]1[CH:10]=[CH:9][C:8](=[O:11])[NH:7][N:6]=1)=[O:4].[CH2:12]1[CH2:17][O:16][CH:15]=[CH:14][CH2:13]1.CC1C=CC(S([O-])(=O)=O)=CC=1.C1C=C[NH+]=CC=1. (7) The reactants are: [NH2:1][CH2:2][CH2:3][CH2:4][C:5]1[CH:6]=[C:7]([CH:18]=[CH:19][CH:20]=1)[CH2:8][CH2:9][C:10]([OH:17])([CH2:14][CH2:15][CH3:16])[CH2:11][CH2:12][CH3:13].N1([CH:26]([NH:31][C:32](=[O:38])[O:33][C:34]([CH3:37])([CH3:36])[CH3:35])[NH:27][C:28](=[O:30])[O-:29])C=CC=N1. Given the product [C:34]([O:33][C:32]([NH:31][C:26](=[N:27][C:28](=[O:30])[O:29][C:5]([CH3:6])([CH3:20])[CH3:4])[NH:1][CH2:2][CH2:3][CH2:4][C:5]1[CH:20]=[CH:19][CH:18]=[C:7]([CH2:8][CH2:9][C:10]([OH:17])([CH2:11][CH2:12][CH3:13])[CH2:14][CH2:15][CH3:16])[CH:6]=1)=[O:38])([CH3:35])([CH3:36])[CH3:37], predict the reactants needed to synthesize it. (8) Given the product [NH2:24][C:20]1[N:19]=[C:18]([C:15]2[S:14][C:13]3[CH:25]=[CH:26][C:10]([S:9][C:5]4[CH:4]=[C:3]([OH:2])[CH:8]=[CH:7][CH:6]=4)=[CH:11][C:12]=3[C:16]=2[CH3:17])[CH:23]=[CH:22][N:21]=1, predict the reactants needed to synthesize it. The reactants are: C[O:2][C:3]1[CH:4]=[C:5]([S:9][C:10]2[CH:26]=[CH:25][C:13]3[S:14][C:15]([C:18]4[CH:23]=[CH:22][N:21]=[C:20]([NH2:24])[N:19]=4)=[C:16]([CH3:17])[C:12]=3[CH:11]=2)[CH:6]=[CH:7][CH:8]=1.C(Cl)Cl.B(Br)(Br)Br.